Dataset: Reaction yield outcomes from USPTO patents with 853,638 reactions. Task: Predict the reaction yield, written as a fraction of the theoretical maximum amount of product (1.0 means a 100% yield; for example, 0.34 means a 34% yield). (1) The reactants are [N+:1]([C:4]1[CH:9]=[CH:8][C:7]([C:10]2[S:11][C:12]3[CH:18]=[CH:17][CH:16]=[CH:15][C:13]=3[N:14]=2)=[CH:6][CH:5]=1)([O-:3])=[O:2].[N+:19]([O-])([OH:21])=[O:20].O. The catalyst is OS(O)(=O)=O. The product is [N+:19]([C:17]1[CH:16]=[CH:15][C:13]2[N:14]=[C:10]([C:7]3[CH:6]=[CH:5][C:4]([N+:1]([O-:3])=[O:2])=[CH:9][CH:8]=3)[S:11][C:12]=2[CH:18]=1)([O-:21])=[O:20]. The yield is 0.830. (2) The reactants are [NH2:1][CH:2]1[CH2:5][N:4]([C:6]([C:8]2[CH:9]=[C:10]([CH:23]=[CH:24][C:25]=2[F:26])[CH2:11][C:12]2[C:21]3[C:16](=[CH:17][CH:18]=[CH:19][CH:20]=3)[C:15](=[O:22])[NH:14][N:13]=2)=[O:7])[CH2:3]1.C[Si]([C:31]#[N:32])(C)C. No catalyst specified. The product is [F:26][C:25]1[CH:24]=[CH:23][C:10]([CH2:11][C:12]2[C:21]3[C:16](=[CH:17][CH:18]=[CH:19][CH:20]=3)[C:15](=[O:22])[NH:14][N:13]=2)=[CH:9][C:8]=1[C:6]([N:4]1[CH2:3][CH:2]([NH:1][CH:6]([CH:8]([CH3:9])[CH3:25])[C:31]#[N:32])[CH2:5]1)=[O:7]. The yield is 0.580.